From a dataset of Forward reaction prediction with 1.9M reactions from USPTO patents (1976-2016). Predict the product of the given reaction. (1) Given the reactants [C:1]1(=[O:6])[O:5][CH2:4][CH2:3][O:2]1.[C:7]1(=[O:13])[O:12][CH:10]([CH3:11])[CH2:9][O:8]1, predict the reaction product. The product is: [C:1]1(=[O:6])[O:5][CH2:4][CH2:3][O:2]1.[C:7]1(=[O:13])[O:12][CH:10]([CH3:11])[CH2:9][O:8]1. (2) Given the reactants C1(P(C2C=CC=CC=2)C2C=CC=CC=2)C=CC=CC=1.BrN1C(=O)CCC1=O.[Br:28][C:29]1[CH:30]=[C:31]([CH:39]([CH2:43][CH:44]2[CH2:48][CH2:47][CH2:46][CH2:45]2)[C:40]([OH:42])=O)[CH:32]=[CH:33][C:34]=1[S:35]([CH3:38])(=[O:37])=[O:36].[NH2:49][C:50]1[CH:55]=[CH:54][C:53]([Br:56])=[CH:52][N:51]=1, predict the reaction product. The product is: [Br:28][C:29]1[CH:30]=[C:31]([CH:39]([CH2:43][CH:44]2[CH2:48][CH2:47][CH2:46][CH2:45]2)[C:40]([NH:49][C:50]2[CH:55]=[CH:54][C:53]([Br:56])=[CH:52][N:51]=2)=[O:42])[CH:32]=[CH:33][C:34]=1[S:35]([CH3:38])(=[O:36])=[O:37]. (3) Given the reactants [CH:1]1[CH:2]=[CH:3][N:4]2[CH2:10][C:9]3[CH:11]=[CH:12][CH:13]=[CH:14][C:8]=3[NH:7][CH2:6][C:5]=12.CN(C)C1C=CC=CC=1.[C:24]1([C:33]2[CH:38]=[CH:37][CH:36]=[CH:35][CH:34]=2)[CH:29]=[CH:28][C:27]([C:30](Cl)=[O:31])=[CH:26][CH:25]=1.O, predict the reaction product. The product is: [C:24]1([C:33]2[CH:34]=[CH:35][CH:36]=[CH:37][CH:38]=2)[CH:25]=[CH:26][C:27]([C:30]([N:7]2[C:8]3[CH:14]=[CH:13][CH:12]=[CH:11][C:9]=3[CH2:10][N:4]3[CH:3]=[CH:2][CH:1]=[C:5]3[CH2:6]2)=[O:31])=[CH:28][CH:29]=1. (4) Given the reactants [Cl:1][C:2]1[C:7]([N:8]2[CH2:12][CH2:11][CH2:10][CH2:9]2)=[CH:6][C:5]([NH2:13])=[C:4]([N+:14]([O-])=O)[CH:3]=1.Cl[Sn]Cl.O.[CH:21](O)=O, predict the reaction product. The product is: [Cl:1][C:2]1[C:7]([N:8]2[CH2:12][CH2:11][CH2:10][CH2:9]2)=[CH:6][C:5]2[N:13]=[CH:21][NH:14][C:4]=2[CH:3]=1. (5) Given the reactants [N:1]1([CH2:8][CH2:9][CH2:10][O:11][C:12]2[CH:17]=[CH:16][C:15]([CH2:18][CH2:19][N:20]3[CH2:25][CH2:24][N:23]([C:26]4[CH:27]=[CH:28][CH:29]=[C:30]5[C:35]=4[N:34]=[C:33]([CH:36]=[CH:37][C:38]([O:40]C)=[O:39])[CH:32]=[CH:31]5)[CH2:22][CH2:21]3)=[CH:14][CH:13]=2)[CH2:7][CH2:6][CH2:5][CH2:4][CH2:3][CH2:2]1.[CH:42]([OH:44])=[O:43].[OH-].[Na+], predict the reaction product. The product is: [N:1]1([CH2:8][CH2:9][CH2:10][O:11][C:12]2[CH:13]=[CH:14][C:15]([CH2:18][CH2:19][N:20]3[CH2:21][CH2:22][N:23]([C:26]4[CH:27]=[CH:28][CH:29]=[C:30]5[C:35]=4[N:34]=[C:33](/[CH:36]=[CH:37]/[C:38]([OH:40])=[O:39])[CH:32]=[CH:31]5)[CH2:24][CH2:25]3)=[CH:16][CH:17]=2)[CH2:2][CH2:3][CH2:4][CH2:5][CH2:6][CH2:7]1.[CH:42]([OH:44])=[O:43].